Predict the product of the given reaction. From a dataset of Forward reaction prediction with 1.9M reactions from USPTO patents (1976-2016). The product is: [OH:17][NH:16][C:10](=[O:11])[CH2:9][C:5]1[CH:6]=[C:7]([I:8])[C:2]([NH2:1])=[C:3]([I:15])[CH:4]=1. Given the reactants [NH2:1][C:2]1[C:7]([I:8])=[CH:6][C:5]([CH2:9][C:10](OCC)=[O:11])=[CH:4][C:3]=1[I:15].[NH2:16][OH:17], predict the reaction product.